This data is from Peptide-MHC class I binding affinity with 185,985 pairs from IEDB/IMGT. The task is: Regression. Given a peptide amino acid sequence and an MHC pseudo amino acid sequence, predict their binding affinity value. This is MHC class I binding data. (1) The peptide sequence is IVAWTRTAT. The MHC is HLA-B07:02 with pseudo-sequence HLA-B07:02. The binding affinity (normalized) is 0.632. (2) The peptide sequence is HMIDKLFYV. The MHC is HLA-A02:19 with pseudo-sequence HLA-A02:19. The binding affinity (normalized) is 0.936. (3) The peptide sequence is RMYSPTSI. The MHC is HLA-A23:01 with pseudo-sequence HLA-A23:01. The binding affinity (normalized) is 0.0162. (4) The MHC is Mamu-A01 with pseudo-sequence Mamu-A01. The peptide sequence is ASPQLEGF. The binding affinity (normalized) is 0.356. (5) The peptide sequence is RQFPTAHEF. The MHC is Mamu-B52 with pseudo-sequence Mamu-B52. The binding affinity (normalized) is 0.535. (6) The peptide sequence is SITPNNLNKI. The MHC is HLA-A02:01 with pseudo-sequence HLA-A02:01. The binding affinity (normalized) is 0. (7) The peptide sequence is GGRAHRMAL. The MHC is BoLA-AW10 with pseudo-sequence BoLA-AW10. The binding affinity (normalized) is 0.0641.